From a dataset of Forward reaction prediction with 1.9M reactions from USPTO patents (1976-2016). Predict the product of the given reaction. (1) Given the reactants Cl[C:2]([O:4][C:5]1[CH:10]=[CH:9][C:8]([O:11][C:12]2[CH:17]=[CH:16][C:15]([C:18]([F:21])([F:20])[F:19])=[CH:14][N:13]=2)=[CH:7][CH:6]=1)=[O:3].[Cl:22][C:23]1[S:27][C:26]([CH2:28][N:29]2[CH2:34][CH2:33][NH:32][CH2:31][CH2:30]2)=[CH:25][CH:24]=1.[K+].[Br-], predict the reaction product. The product is: [F:19][C:18]([F:21])([F:20])[C:15]1[CH:16]=[CH:17][C:12]([O:11][C:8]2[CH:9]=[CH:10][C:5]([O:4][C:2]([N:32]3[CH2:33][CH2:34][N:29]([CH2:28][C:26]4[S:27][C:23]([Cl:22])=[CH:24][CH:25]=4)[CH2:30][CH2:31]3)=[O:3])=[CH:6][CH:7]=2)=[N:13][CH:14]=1. (2) Given the reactants [NH2:1][C:2]1[CH:3]=[C:4]([CH:36]=[CH:37][CH:38]=1)[CH:5]=[CH:6][C:7]1[CH:8]=[N:9][C:10]([NH:13][C:14]2[CH:19]=[CH:18][C:17]([S:20]([CH:23]3[CH2:28][CH2:27][N:26](C(OC(C)(C)C)=O)[CH2:25][CH2:24]3)(=[O:22])=[O:21])=[CH:16][CH:15]=2)=[N:11][CH:12]=1.B(Br)(Br)Br.C([O-])(O)=O.[Na+], predict the reaction product. The product is: [NH2:1][C:2]1[CH:3]=[C:4]([CH:36]=[CH:37][CH:38]=1)[CH:5]=[CH:6][C:7]1[CH:8]=[N:9][C:10]([NH:13][C:14]2[CH:15]=[CH:16][C:17]([S:20]([CH:23]3[CH2:24][CH2:25][NH:26][CH2:27][CH2:28]3)(=[O:22])=[O:21])=[CH:18][CH:19]=2)=[N:11][CH:12]=1. (3) The product is: [F:38][C:37]1[CH:36]=[CH:35][CH:34]=[C:33]([F:39])[C:32]=1[C:31]([NH:30][C:27]1[CH:28]=[CH:29][C:24]([C:8]2[CH:9]=[C:5]([C:3]([O:2][CH3:1])=[O:4])[O:6][C:7]=2[CH3:11])=[CH:25][CH:26]=1)=[O:40]. Given the reactants [CH3:1][O:2][C:3]([C:5]1[O:6][C:7]([CH3:11])=[C:8](Br)[CH:9]=1)=[O:4].B(O)O.COC(C1SC(C)=C([C:24]2[CH:29]=[CH:28][C:27]([NH:30][C:31](=[O:40])[C:32]3[C:37]([F:38])=[CH:36][CH:35]=[CH:34][C:33]=3[F:39])=[CH:26][CH:25]=2)C=1)=O, predict the reaction product. (4) Given the reactants [CH3:1][O:2][C:3](=[O:19])[CH:4]([NH:8][C:9](=[O:18])[C:10]1[C:15]([Cl:16])=[CH:14][CH:13]=[CH:12][C:11]=1[Cl:17])[CH2:5][CH:6]=[CH2:7].I[C:21]1[CH:26]=[CH:25][C:24]([N:27]([CH2:34][C:35]2[CH:40]=[CH:39][N:38]=[CH:37][CH:36]=2)[C:28]2[N:33]=[CH:32][CH:31]=[CH:30][N:29]=2)=[CH:23][CH:22]=1, predict the reaction product. The product is: [CH3:1][O:2][C:3](=[O:19])[CH:4]([NH:8][C:9](=[O:18])[C:10]1[C:11]([Cl:17])=[CH:12][CH:13]=[CH:14][C:15]=1[Cl:16])[CH2:5]/[CH:6]=[CH:7]/[C:21]1[CH:22]=[CH:23][C:24]([N:27]([CH2:34][C:35]2[CH:40]=[CH:39][N:38]=[CH:37][CH:36]=2)[C:28]2[N:33]=[CH:32][CH:31]=[CH:30][N:29]=2)=[CH:25][CH:26]=1. (5) Given the reactants [C:1]1([C:7]2[C:8]3[C:13]([CH:14]=[C:15]4[C:20]=2[CH:19]=[CH:18][CH:17]=[CH:16]4)=[CH:12][CH:11]=[CH:10][CH:9]=3)[CH:6]=[CH:5][CH:4]=[CH:3][CH:2]=1.[Br:21]Br.S([O-])([O-])(=O)=S.[Na+].[Na+], predict the reaction product. The product is: [Br:21][C:14]1[C:15]2[C:20]([C:7]([C:1]3[CH:2]=[CH:3][CH:4]=[CH:5][CH:6]=3)=[C:8]3[C:13]=1[CH:12]=[CH:11][CH:10]=[CH:9]3)=[CH:19][CH:18]=[CH:17][CH:16]=2. (6) Given the reactants [CH3:1][C:2]1[CH:12]=[C:11]([S:13][CH2:14][C:15]2[C:19]([CH3:20])=[N:18][N:17]([C:21]3[CH:26]=[CH:25][C:24]([C:27]([F:30])([F:29])[F:28])=[CH:23][CH:22]=3)[N:16]=2)[CH:10]=[CH:9][C:3]=1[O:4][CH2:5][C:6]([OH:8])=[O:7].C1C=C(Cl)C=C(C(OO)=[O:39])C=1, predict the reaction product. The product is: [CH3:1][C:2]1[CH:12]=[C:11]([S:13]([CH2:14][C:15]2[C:19]([CH3:20])=[N:18][N:17]([C:21]3[CH:22]=[CH:23][C:24]([C:27]([F:29])([F:30])[F:28])=[CH:25][CH:26]=3)[N:16]=2)=[O:39])[CH:10]=[CH:9][C:3]=1[O:4][CH2:5][C:6]([OH:8])=[O:7]. (7) Given the reactants [NH2:1][C:2]1[CH:7]=[CH:6][C:5]([N:8]2[CH2:13][CH2:12][O:11][CH2:10][C:9]2=[O:14])=[CH:4][CH:3]=1.Cl[C:16](OC1C=CC([N+]([O-])=O)=CC=1)=[O:17].N1C=CC=CC=1.[C:34](=[N:47][NH2:48])([C:41]1[CH:46]=[CH:45][CH:44]=[CH:43][CH:42]=1)[C:35]1[CH:40]=[CH:39][CH:38]=[CH:37][CH:36]=1.C(N(C(C)C)C(C)C)C, predict the reaction product. The product is: [C:35]1([C:34]([C:41]2[CH:42]=[CH:43][CH:44]=[CH:45][CH:46]=2)=[N:47][NH:48][C:16]([NH:1][C:2]2[CH:3]=[CH:4][C:5]([N:8]3[CH2:13][CH2:12][O:11][CH2:10][C:9]3=[O:14])=[CH:6][CH:7]=2)=[O:17])[CH:40]=[CH:39][CH:38]=[CH:37][CH:36]=1. (8) The product is: [NH2:16][C:7]1[CH:6]=[C:5]([Br:4])[CH:10]=[CH:9][C:8]=1[NH:11][C@@H:12]([CH3:15])[CH2:13][OH:14]. Given the reactants [Cl-].[NH4+].O.[Br:4][C:5]1[CH:10]=[CH:9][C:8]([NH:11][C@@H:12]([CH3:15])[CH2:13][OH:14])=[C:7]([N+:16]([O-])=O)[CH:6]=1, predict the reaction product. (9) Given the reactants [CH2:1](N(CC)CC)C.Cl[C:9]([O:11]C)=[O:10].[F:13][C:14]1[CH:15]=[C:16]([N:24]2[CH2:28][C@H:27]([CH2:29][NH:30][C:31](=[O:33])[CH3:32])[O:26][C:25]2=[O:34])[CH:17]=[CH:18][C:19]=1[CH:20]1[CH2:23][NH:22][CH2:21]1, predict the reaction product. The product is: [F:13][C:14]1[CH:15]=[C:16]([N:24]2[CH2:28][C@H:27]([CH2:29][NH:30][C:31](=[O:33])[CH3:32])[O:26][C:25]2=[O:34])[CH:17]=[CH:18][C:19]=1[CH:20]1[CH2:23][N:22]([CH2:1][C:9]([OH:11])=[O:10])[CH2:21]1. (10) Given the reactants [F:1][C:2]1[C:38]([CH3:39])=[CH:37][C:5]([CH2:6][C@H:7]([CH2:23][CH2:24][CH2:25][CH2:26][O:27][CH2:28][C:29]2[CH:34]=[CH:33][C:32]([F:35])=[C:31]([CH3:36])[CH:30]=2)[C:8]([N:10]2[C@H](CC3C=CC=CC=3)COC2=O)=[O:9])=[CH:4][C:3]=1[CH3:40].[C-]#N.[K+].Cl.C1C[O:48]CC1.CO, predict the reaction product. The product is: [F:1][C:2]1[C:38]([CH3:39])=[CH:37][C:5]([CH2:6][C@H:7]([CH2:23][CH2:24][CH2:25][CH2:26][O:27][CH2:28][C:29]2[CH:34]=[CH:33][C:32]([F:35])=[C:31]([CH3:36])[CH:30]=2)[C:8]([NH:10][OH:48])=[O:9])=[CH:4][C:3]=1[CH3:40].